Dataset: Reaction yield outcomes from USPTO patents with 853,638 reactions. Task: Predict the reaction yield, written as a fraction of the theoretical maximum amount of product (1.0 means a 100% yield; for example, 0.34 means a 34% yield). (1) The reactants are [CH2:1](O)[CH3:2].[N:4]1([S:9]([C:12]2[CH:13]=[C:14]3[C:18](=[CH:19][CH:20]=2)[NH:17][N:16]=[C:15]3[NH:21][C:22]([NH2:24])=[S:23])(=[O:11])=[O:10])[CH2:8][CH2:7][CH2:6][CH2:5]1.BrCC(OCC)OCC.C(=O)([O-])O.[Na+]. The catalyst is C(OCC)(=O)C.O1CCCC1. The product is [N:4]1([S:9]([C:12]2[CH:13]=[C:14]3[C:18](=[CH:19][CH:20]=2)[NH:17][N:16]=[C:15]3[NH:21][C:22]2[S:23][CH:1]=[CH:2][N:24]=2)(=[O:10])=[O:11])[CH2:5][CH2:6][CH2:7][CH2:8]1. The yield is 0.780. (2) The reactants are [Br:1][C:2]1[CH:3]=[CH:4][C:5]([NH:9][S:10]([C:13]2[CH:18]=[CH:17][C:16]([CH3:19])=[CH:15][CH:14]=2)(=[O:12])=[O:11])=[N:6][C:7]=1[CH3:8].CCN(C(C)C)C(C)C.I[CH2:30][C:31]([NH2:33])=[O:32].O. The catalyst is CN(C=O)C. The product is [Br:1][C:2]1[CH:3]=[CH:4]/[C:5](=[N:9]/[S:10]([C:13]2[CH:14]=[CH:15][C:16]([CH3:19])=[CH:17][CH:18]=2)(=[O:12])=[O:11])/[N:6]([CH2:30][C:31]([NH2:33])=[O:32])[C:7]=1[CH3:8]. The yield is 0.0500. (3) The reactants are [OH:1][C:2]1[CH:7]=[CH:6][C:5]([C:8](=[C:21]2[CH2:26][C:25](C)(C)[CH2:24][C:23](C)(C)[CH2:22]2)[C:9]2[CH:14]=[CH:13][C:12]([CH2:15][CH2:16][C:17](OC)=O)=CC=2)=[CH:4][CH:3]=1.[O:31]1[CH:35]=[CH:34][CH:33]=[C:32]1B(O)O.C([O-])([O-])=O.[Na+].[Na+].C1COCC1.O. The catalyst is CCOCC.Cl[Pd](Cl)([P](C1C=CC=CC=1)(C1C=CC=CC=1)C1C=CC=CC=1)[P](C1C=CC=CC=1)(C1C=CC=CC=1)C1C=CC=CC=1. The product is [C:9]1(=[C:8]([C:21]2[CH:22]=[CH:23][C:24]([C:32]3[O:31][CH:35]=[CH:34][CH:33]=3)=[CH:25][CH:26]=2)[C:5]2[CH:4]=[CH:3][C:2]([OH:1])=[CH:7][CH:6]=2)[CH2:14][CH2:13][CH2:12][CH2:15][CH2:16][CH2:17]1. The yield is 0.440. (4) The yield is 0.330. The product is [NH2:8][C:5]1[CH:6]=[CH:7][C:2]([Cl:1])=[C:3]([NH:11][C:12](=[O:20])[C:13]2[CH:18]=[CH:17][CH:16]=[C:15]([F:19])[CH:14]=2)[CH:4]=1. The reactants are [Cl:1][C:2]1[CH:7]=[CH:6][C:5]([N+:8]([O-])=O)=[CH:4][C:3]=1[NH:11][C:12](=[O:20])[C:13]1[CH:18]=[CH:17][CH:16]=[C:15]([F:19])[CH:14]=1.O.O.[Sn](Cl)Cl.C(Cl)Cl. The catalyst is C(O)C. (5) The reactants are [C:1]([C:5]1[N:10]=[C:9]([O:11][C:12]2[C:17]([CH3:18])=[CH:16][C:15]([CH3:19])=[CH:14][C:13]=2[CH3:20])[C:8]([C:21]([NH:23][S:24]([C:27]2[CH:32]=[CH:31][CH:30]=[C:29](F)[N:28]=2)(=[O:26])=[O:25])=[O:22])=[CH:7][CH:6]=1)([CH3:4])([CH3:3])[CH3:2].[OH-].[NH4+:35]. No catalyst specified. The product is [NH2:35][C:29]1[N:28]=[C:27]([S:24]([NH:23][C:21]([C:8]2[C:9]([O:11][C:12]3[C:13]([CH3:20])=[CH:14][C:15]([CH3:19])=[CH:16][C:17]=3[CH3:18])=[N:10][C:5]([C:1]([CH3:4])([CH3:3])[CH3:2])=[CH:6][CH:7]=2)=[O:22])(=[O:25])=[O:26])[CH:32]=[CH:31][CH:30]=1. The yield is 0.350. (6) The reactants are [C:1]([O:5][C:6]([N:8]1[CH2:13][CH2:12][N:11]([C:14]2[CH:19]=[CH:18][C:17]([N+:20]([O-])=O)=[C:16]([CH3:23])[CH:15]=2)[CH2:10][CH2:9]1)=[O:7])([CH3:4])([CH3:3])[CH3:2]. The catalyst is [C].[Pd].O1CCCC1. The product is [C:1]([O:5][C:6]([N:8]1[CH2:13][CH2:12][N:11]([C:14]2[CH:19]=[CH:18][C:17]([NH2:20])=[C:16]([CH3:23])[CH:15]=2)[CH2:10][CH2:9]1)=[O:7])([CH3:4])([CH3:3])[CH3:2]. The yield is 0.970. (7) The yield is 0.990. The reactants are [OH:1][CH:2]1[CH2:7][CH2:6][CH:5]([C:8]([O:10][CH2:11][CH3:12])=[O:9])[CH2:4][CH2:3]1.CCN(C(C)C)C(C)C.[Si:22](Cl)([C:35]([CH3:38])([CH3:37])[CH3:36])([C:29]1[CH:34]=[CH:33][CH:32]=[CH:31][CH:30]=1)[C:23]1[CH:28]=[CH:27][CH:26]=[CH:25][CH:24]=1. The catalyst is C(Cl)Cl.CN(C1C=CN=CC=1)C. The product is [Si:22]([O:1][CH:2]1[CH2:3][CH2:4][CH:5]([C:8]([O:10][CH2:11][CH3:12])=[O:9])[CH2:6][CH2:7]1)([C:35]([CH3:38])([CH3:37])[CH3:36])([C:29]1[CH:30]=[CH:31][CH:32]=[CH:33][CH:34]=1)[C:23]1[CH:28]=[CH:27][CH:26]=[CH:25][CH:24]=1. (8) The reactants are C(=O)([O-])[O-].[Cs+].[Cs+].[CH3:7][N:8]1[CH2:13][CH2:12][NH:11][CH2:10][CH2:9]1.Br[C:15]1[CH:16]=[C:17]2[C:22](=[CH:23][CH:24]=1)[CH2:21][N:20]([C:25](=[O:48])[CH2:26][O:27][CH2:28][CH:29]1[CH2:34][CH2:33][CH2:32][CH2:31][N:30]1[S:35]([C:38]1[C:43]([CH3:44])=[CH:42][C:41]([O:45][CH3:46])=[CH:40][C:39]=1[CH3:47])(=[O:37])=[O:36])[CH2:19][CH2:18]2.CC1(C)C2C(=C(P(C3C=CC=CC=3)C3C=CC=CC=3)C=CC=2)OC2C(P(C3C=CC=CC=3)C3C=CC=CC=3)=CC=CC1=2. The catalyst is O1CCOCC1.[Pd].C1C=CC(/C=C/C(/C=C/C2C=CC=CC=2)=O)=CC=1.C1C=CC(/C=C/C(/C=C/C2C=CC=CC=2)=O)=CC=1.C1C=CC(/C=C/C(/C=C/C2C=CC=CC=2)=O)=CC=1.[Pd].[Pd]. The product is [CH3:46][O:45][C:41]1[CH:42]=[C:43]([CH3:44])[C:38]([S:35]([N:30]2[CH2:31][CH2:32][CH2:33][CH2:34][CH:29]2[CH2:28][O:27][CH2:26][C:25]([N:20]2[CH2:19][CH2:18][C:17]3[C:22](=[CH:23][CH:24]=[C:15]([N:11]4[CH2:12][CH2:13][N:8]([CH3:7])[CH2:9][CH2:10]4)[CH:16]=3)[CH2:21]2)=[O:48])(=[O:36])=[O:37])=[C:39]([CH3:47])[CH:40]=1. The yield is 0.100. (9) The reactants are [CH3:1][O:2][C:3]1[N:8]=[C:7]([C:9]2[CH:10]=[C:11]([CH:14]=[CH:15][CH:16]=2)[C:12]#[N:13])[CH:6]=[C:5]([NH:17][CH2:18][CH2:19][C:20]2[CH:25]=[CH:24][C:23]([O:26][CH3:27])=[CH:22][CH:21]=2)[N:4]=1.C[Si]([N:32]=[N+:33]=[N-:34])(C)C.C([Sn](=O)CCCC)CCC. The catalyst is C1(C)C=CC=CC=1. The product is [CH3:27][O:26][C:23]1[CH:22]=[CH:21][C:20]([CH2:19][CH2:18][NH:17][C:5]2[CH:6]=[C:7]([C:9]3[CH:16]=[CH:15][CH:14]=[C:11]([C:12]4[NH:34][N:33]=[N:32][N:13]=4)[CH:10]=3)[N:8]=[C:3]([O:2][CH3:1])[N:4]=2)=[CH:25][CH:24]=1. The yield is 0.450.